From a dataset of Reaction yield outcomes from USPTO patents with 853,638 reactions. Predict the reaction yield, written as a fraction of the theoretical maximum amount of product (1.0 means a 100% yield; for example, 0.34 means a 34% yield). (1) The reactants are [CH3:1][N:2]([S:17]([C:20]1[N:21]([CH3:25])[CH:22]=[CH:23][N:24]=1)(=[O:19])=[O:18])[C:3]1[CH:4]=[CH:5][CH:6]=[C:7]2[C:11]=1[NH:10][C:9]([C:12]([O:14]CC)=[O:13])=[CH:8]2.[OH-].[K+]. The catalyst is O1CCCC1.CO. The product is [CH3:1][N:2]([S:17]([C:20]1[N:21]([CH3:25])[CH:22]=[CH:23][N:24]=1)(=[O:19])=[O:18])[C:3]1[CH:4]=[CH:5][CH:6]=[C:7]2[C:11]=1[NH:10][C:9]([C:12]([OH:14])=[O:13])=[CH:8]2. The yield is 1.00. (2) The reactants are CS(Cl)(=O)=O.O[CH2:7][CH2:8][C:9]1[CH:10]=[C:11]2[C:16](=[CH:17][CH:18]=1)[CH:15]=[C:14]([N:19]1[CH:24]=[CH:23][C:22]([CH3:25])=[CH:21][C:20]1=[O:26])[CH:13]=[CH:12]2.C(N(CC)CC)C.S([O-])(=O)(=O)C.[CH3:39][C@@H:40]1[CH2:44][CH2:43][CH2:42][NH:41]1.C(=O)([O-])[O-].[Cs+].[Cs+].Cl.O1CCOCC1. The catalyst is C1COCC1.C(#N)C.CCOCC. The product is [CH3:25][C:22]1[CH:23]=[CH:24][N:19]([C:14]2[CH:13]=[CH:12][C:11]3[C:16](=[CH:17][CH:18]=[C:9]([CH2:8][CH2:7][N:41]4[CH2:42][CH2:43][CH2:44][C@H:40]4[CH3:39])[CH:10]=3)[CH:15]=2)[C:20](=[O:26])[CH:21]=1. The yield is 0.160. (3) The reactants are [NH2:1][C:2]1[CH:7]=[CH:6][C:5]([OH:8])=[CH:4][C:3]=1[CH2:9][NH:10][CH:11]1[CH2:16][CH2:15][N:14]([CH2:17][C:18]2[CH:23]=[CH:22][CH:21]=[CH:20][CH:19]=2)[CH2:13][CH2:12]1.[C:24](C1NC=CN=1)(C1NC=CN=1)=[O:25]. The catalyst is O1CCCC1. The product is [CH2:17]([N:14]1[CH2:13][CH2:12][CH:11]([N:10]2[CH2:9][C:3]3[C:2](=[CH:7][CH:6]=[C:5]([OH:8])[CH:4]=3)[NH:1][C:24]2=[O:25])[CH2:16][CH2:15]1)[C:18]1[CH:19]=[CH:20][CH:21]=[CH:22][CH:23]=1. The yield is 0.570. (4) The reactants are [C:1]([C:5]1[O:9][N:8]=[C:7]([NH:10][C:11](=[O:21])[CH:12]([C:14]2[CH:19]=[CH:18][C:17](Cl)=[CH:16][CH:15]=2)[CH3:13])[CH:6]=1)([CH3:4])([CH3:3])[CH3:2].CC1(C)C(C)(C)OB([C:30]2[CH:31]=[CH:32][C:33]([NH2:36])=[N:34][CH:35]=2)O1.[F-].[Cs+].O. The catalyst is CC#N.C1CCC(P(C2CCCCC2)C2CCCCC2)CC1.C1CCC(P(C2CCCCC2)C2CCCCC2)CC1.Cl[Pd]Cl. The product is [NH2:36][C:33]1[N:34]=[CH:35][C:30]([C:17]2[CH:18]=[CH:19][C:14]([CH:12]([CH3:13])[C:11]([NH:10][C:7]3[CH:6]=[C:5]([C:1]([CH3:4])([CH3:3])[CH3:2])[O:9][N:8]=3)=[O:21])=[CH:15][CH:16]=2)=[CH:31][CH:32]=1. The yield is 0.0500.